From a dataset of Catalyst prediction with 721,799 reactions and 888 catalyst types from USPTO. Predict which catalyst facilitates the given reaction. (1) Reactant: [C:1]([O:5][C:6]([N:8]1[CH2:13][CH:12]=[C:11]([C:14]2[CH:19]=[CH:18][CH:17]=[C:16]([CH2:20][NH:21][C:22](=[O:27])[C:23]([F:26])([F:25])[F:24])[N:15]=2)[CH2:10][CH2:9]1)=[O:7])([CH3:4])([CH3:3])[CH3:2].[H][H]. Product: [C:1]([O:5][C:6]([N:8]1[CH2:13][CH2:12][CH:11]([C:14]2[CH:19]=[CH:18][CH:17]=[C:16]([CH2:20][NH:21][C:22](=[O:27])[C:23]([F:26])([F:24])[F:25])[N:15]=2)[CH2:10][CH2:9]1)=[O:7])([CH3:4])([CH3:2])[CH3:3]. The catalyst class is: 19. (2) Reactant: C[O:2][C:3]1[CH:8]=[CH:7][C:6]([N:9]2[C:13]3[CH:14]=[CH:15][CH:16]=[CH:17][C:12]=3[N:11]=[C:10]2[C:18]2([CH3:21])[CH2:20][CH2:19]2)=[CH:5][CH:4]=1.B(Br)(Br)Br. Product: [CH3:21][C:18]1([C:10]2[N:9]([C:6]3[CH:7]=[CH:8][C:3]([OH:2])=[CH:4][CH:5]=3)[C:13]3[CH:14]=[CH:15][CH:16]=[CH:17][C:12]=3[N:11]=2)[CH2:20][CH2:19]1. The catalyst class is: 2.